Predict the reactants needed to synthesize the given product. From a dataset of Full USPTO retrosynthesis dataset with 1.9M reactions from patents (1976-2016). (1) Given the product [CH3:21][C:20]1[O:19][C:18]([C:22]2[CH:27]=[CH:26][CH:25]=[CH:24][CH:23]=2)=[N:17][C:16]=1[C:14]([NH:13][C:10]1[CH:9]=[CH:8][C:7]([CH:4]2[CH2:5][CH2:6][N:1]([C:29]3[CH:37]=[CH:36][C:32]([C:33]([OH:35])=[O:34])=[CH:31][N:30]=3)[CH2:2][CH2:3]2)=[CH:12][CH:11]=1)=[O:15], predict the reactants needed to synthesize it. The reactants are: [NH:1]1[CH2:6][CH2:5][CH:4]([C:7]2[CH:12]=[CH:11][C:10]([NH:13][C:14]([C:16]3[N:17]=[C:18]([C:22]4[CH:27]=[CH:26][CH:25]=[CH:24][CH:23]=4)[O:19][C:20]=3[CH3:21])=[O:15])=[CH:9][CH:8]=2)[CH2:3][CH2:2]1.F[C:29]1[CH:37]=[CH:36][C:32]([C:33]([OH:35])=[O:34])=[CH:31][N:30]=1.C(N(C(C)C)CC)(C)C. (2) Given the product [CH3:29][N:30]([CH2:2][C:3]1[CH:8]=[CH:7][C:6]([C:9]2[C:10]([NH:15][S:16]([C:19]3[CH:24]=[CH:23][CH:22]=[CH:21][C:20]=3[C:25]([F:28])([F:27])[F:26])(=[O:18])=[O:17])=[N:11][CH:12]=[CH:13][N:14]=2)=[CH:5][CH:4]=1)[C:31]1[CH:36]=[CH:35][CH:34]=[CH:33][CH:32]=1, predict the reactants needed to synthesize it. The reactants are: Cl[CH2:2][C:3]1[CH:8]=[CH:7][C:6]([C:9]2[C:10]([NH:15][S:16]([C:19]3[CH:24]=[CH:23][CH:22]=[CH:21][C:20]=3[C:25]([F:28])([F:27])[F:26])(=[O:18])=[O:17])=[N:11][CH:12]=[CH:13][N:14]=2)=[CH:5][CH:4]=1.[CH3:29][NH:30][C:31]1[CH:36]=[CH:35][CH:34]=[CH:33][CH:32]=1. (3) Given the product [Cl:26][CH2:9][C:8]1[N:4]([CH2:3][C:2]([F:23])([F:22])[F:1])[N:5]=[C:6]([C:11]2[CH:16]=[CH:15][C:14]([O:17][C:18]([F:21])([F:20])[F:19])=[CH:13][CH:12]=2)[CH:7]=1, predict the reactants needed to synthesize it. The reactants are: [F:1][C:2]([F:23])([F:22])[CH2:3][N:4]1[C:8]([CH2:9]O)=[CH:7][C:6]([C:11]2[CH:16]=[CH:15][C:14]([O:17][C:18]([F:21])([F:20])[F:19])=[CH:13][CH:12]=2)=[N:5]1.S(Cl)([Cl:26])=O. (4) Given the product [C:1]([C:3]#[C:4][C:5]1[CH:6]=[CH:7][C:8]([NH:11][C:12](=[O:13])[NH:14][CH2:15][CH2:16][CH2:17][N+:18]([CH3:19])([CH3:20])[CH2:22][CH2:21][CH2:27][S:24]([O-:23])(=[O:26])=[O:25])=[CH:9][CH:10]=1)#[N:2], predict the reactants needed to synthesize it. The reactants are: [C:1]([C:3]#[C:4][C:5]1[CH:10]=[CH:9][C:8]([NH:11][C:12]([NH:14][CH2:15][CH2:16][CH2:17][N:18]([CH3:20])[CH3:19])=[O:13])=[CH:7][CH:6]=1)#[N:2].[CH2:21]1[CH2:27][S:24](=[O:26])(=[O:25])[O:23][CH2:22]1.